This data is from Full USPTO retrosynthesis dataset with 1.9M reactions from patents (1976-2016). The task is: Predict the reactants needed to synthesize the given product. Given the product [Cl:8][C:6]1[CH:5]=[C:4]([C:9]2([C:24]([F:26])([F:27])[F:25])[O:13][N:12]=[C:11]([C:14]3[CH:22]=[CH:21][C:17]([C:18]([NH:60][CH2:61][C:62]4[CH:73]=[CH:72][C:65]5[B:66]([OH:71])[O:67][C:68]([CH3:70])([CH3:69])[C:64]=5[CH:63]=4)=[O:20])=[C:16]([CH3:23])[CH:15]=3)[CH2:10]2)[CH:3]=[C:2]([Cl:1])[CH:7]=1, predict the reactants needed to synthesize it. The reactants are: [Cl:1][C:2]1[CH:3]=[C:4]([C:9]2([C:24]([F:27])([F:26])[F:25])[O:13][N:12]=[C:11]([C:14]3[CH:22]=[CH:21][C:17]([C:18]([OH:20])=O)=[C:16]([CH3:23])[CH:15]=3)[CH2:10]2)[CH:5]=[C:6]([Cl:8])[CH:7]=1.CCN(CC)CC.CN(C(ON1N=NC2C=CC=NC1=2)=[N+](C)C)C.F[P-](F)(F)(F)(F)F.Cl.[NH2:60][CH2:61][C:62]1[CH:73]=[CH:72][C:65]2[B:66]([OH:71])[O:67][C:68]([CH3:70])([CH3:69])[C:64]=2[CH:63]=1.Cl.